Dataset: Reaction yield outcomes from USPTO patents with 853,638 reactions. Task: Predict the reaction yield, written as a fraction of the theoretical maximum amount of product (1.0 means a 100% yield; for example, 0.34 means a 34% yield). (1) The reactants are [NH:1]([C:3]1[CH:4]=[C:5]([CH:8]=[CH:9][N:10]=1)[C:6]#[N:7])[NH2:2].CN(C)/[CH:13]=[CH:14]/[C:15]([O:17][CH2:18][CH3:19])=[O:16].CC(O)=O. The catalyst is CCO. The product is [C:6]([C:5]1[CH:8]=[CH:9][N:10]=[C:3]([NH:1][NH:2]/[CH:13]=[CH:14]/[C:15]([O:17][CH2:18][CH3:19])=[O:16])[CH:4]=1)#[N:7]. The yield is 0.350. (2) The reactants are [OH:1][C:2]1[CH:14]=[C:13]2[C:5]([C:6]3[C:7]([C:18]4[CH:23]=[CH:22][CH:21]=[C:20]([N:24]5[CH2:32][C:31]6[C:26](=[CH:27][C:28]([CH3:33])=[CH:29][CH:30]=6)[C:25]5=[O:34])[C:19]=4[CH3:35])=[CH:8][CH:9]=[C:10]([C:15]([NH2:17])=[O:16])[C:11]=3[NH:12]2)=[CH:4][CH:3]=1.[C:36](=[O:39])([O-])[O-].[K+].[K+].Br[CH2:43][CH:44]1[CH2:46][O:45]1. The catalyst is CN(C=O)C. The product is [OH:45][CH:44]([CH2:46][O:39][CH3:36])[CH2:43][O:1][C:2]1[CH:14]=[C:13]2[C:5]([C:6]3[C:7]([C:18]4[CH:23]=[CH:22][CH:21]=[C:20]([N:24]5[CH2:32][C:31]6[C:26](=[CH:27][C:28]([CH3:33])=[CH:29][CH:30]=6)[C:25]5=[O:34])[C:19]=4[CH3:35])=[CH:8][CH:9]=[C:10]([C:15]([NH2:17])=[O:16])[C:11]=3[NH:12]2)=[CH:4][CH:3]=1. The yield is 0.130. (3) The catalyst is CCO. The product is [C:1]1([NH:7][C:8]2[C:17]3[CH:18]=[CH:19][S:20][C:16]=3[C:15]3[CH:14]=[CH:13][C:12]([C:21]4[NH:24][C:26](=[O:27])[O:29][N:22]=4)=[CH:11][C:10]=3[N:9]=2)[CH:2]=[CH:3][CH:4]=[CH:5][CH:6]=1. The reactants are [C:1]1([NH:7][C:8]2[C:17]3[CH:18]=[CH:19][S:20][C:16]=3[C:15]3[CH:14]=[CH:13][C:12]([C:21]#[N:22])=[CH:11][C:10]=3[N:9]=2)[CH:6]=[CH:5][CH:4]=[CH:3][CH:2]=1.Cl.[NH2:24]O.[C:26]([O-:29])([O-])=[O:27].[K+].[K+]. The yield is 0.220. (4) The reactants are Cl[CH2:2][S:3]([NH:6][C:7]1[CH:12]=[CH:11][C:10]([C:13]2[CH:18]=[CH:17][C:16]([C:19]([F:22])([F:21])[F:20])=[CH:15][CH:14]=2)=[CH:9][C:8]=1[OH:23])(=[O:5])=[O:4].C(=O)([O-])[O-].[K+].[K+].Cl. The catalyst is CO. The product is [F:20][C:19]([F:22])([F:21])[C:16]1[CH:17]=[CH:18][C:13]([C:10]2[CH:11]=[CH:12][C:7]3[NH:6][S:3](=[O:5])(=[O:4])[CH2:2][O:23][C:8]=3[CH:9]=2)=[CH:14][CH:15]=1. The yield is 0.330. (5) The reactants are FC(F)(F)S(O[C:7]1[CH:12]=[C:11]([CH3:13])[C:10]([N:14]2[C:20]3=[N:21][C:22]4[C:27]([Cl:28])=[CH:26][CH:25]=[C:24]([CH:29]([CH2:32][CH3:33])[CH2:30][CH3:31])[C:23]=4[N:19]3[CH2:18][CH2:17][CH2:16][CH2:15]2)=[CH:9][N:8]=1)(=O)=O.[CH3:36][N:37](C)C=O. The catalyst is C(OCC)(=O)C.[C-]#N.[Zn+2].[C-]#N.C1C=CC([P]([Pd]([P](C2C=CC=CC=2)(C2C=CC=CC=2)C2C=CC=CC=2)([P](C2C=CC=CC=2)(C2C=CC=CC=2)C2C=CC=CC=2)[P](C2C=CC=CC=2)(C2C=CC=CC=2)C2C=CC=CC=2)(C2C=CC=CC=2)C2C=CC=CC=2)=CC=1. The product is [Cl:28][C:27]1[C:22]2[N:21]=[C:20]3[N:14]([C:10]4[C:11]([CH3:13])=[CH:12][C:7]([C:36]#[N:37])=[N:8][CH:9]=4)[CH2:15][CH2:16][CH2:17][CH2:18][N:19]3[C:23]=2[C:24]([CH:29]([CH2:32][CH3:33])[CH2:30][CH3:31])=[CH:25][CH:26]=1. The yield is 0.760. (6) The reactants are Cl[C:2]1[CH:7]=[CH:6][N:5]=[C:4]([N:8]2[CH2:19][CH2:18][N:17]3[C:10](=[CH:11][C:12]4[CH2:13][C:14]([CH3:21])([CH3:20])[CH2:15][C:16]=43)[C:9]2=[O:22])[C:3]=1[CH:23]=[O:24].[N:25]1[N:33]2[C:28]([CH2:29][O:30][CH2:31][CH2:32]2)=[CH:27][C:26]=1[NH:34][C:35]1[C:36](=[O:51])[N:37]([CH3:50])[CH:38]=[C:39](B2OC(C)(C)C(C)(C)O2)[CH:40]=1.[O-]P([O-])([O-])=O.[K+].[K+].[K+].C([O-])(=O)C.[Na+]. The catalyst is C1C=CC(P(C2C=CC=CC=2)[C-]2C=CC=C2)=CC=1.C1C=CC(P(C2C=CC=CC=2)[C-]2C=CC=C2)=CC=1.Cl[Pd]Cl.[Fe+2].O.C(#N)C. The product is [CH3:50][N:37]1[C:36](=[O:51])[C:35]([NH:34][C:26]2[CH:27]=[C:28]3[CH2:29][O:30][CH2:31][CH2:32][N:33]3[N:25]=2)=[CH:40][C:39]([C:2]2[C:3]([CH:23]=[O:24])=[C:4]([N:8]3[CH2:19][CH2:18][N:17]4[C:10](=[CH:11][C:12]5[CH2:13][C:14]([CH3:21])([CH3:20])[CH2:15][C:16]=54)[C:9]3=[O:22])[N:5]=[CH:6][CH:7]=2)=[CH:38]1. The yield is 0.780.